This data is from Forward reaction prediction with 1.9M reactions from USPTO patents (1976-2016). The task is: Predict the product of the given reaction. (1) Given the reactants C(N(CC)C(C)C)(C)C.[Br:10][C:11]1[CH:12]=[C:13]2[C:18](=[CH:19][CH:20]=1)[N:17]([C:21](=[O:26])[C:22]([F:25])([F:24])[F:23])[C@@H:16]([CH3:27])[CH2:15][NH:14]2.[CH:28]1([C:31](Cl)=[O:32])[CH2:30][CH2:29]1, predict the reaction product. The product is: [Br:10][C:11]1[CH:12]=[C:13]2[C:18](=[CH:19][CH:20]=1)[N:17]([C:21](=[O:26])[C:22]([F:23])([F:25])[F:24])[C@@H:16]([CH3:27])[CH2:15][N:14]2[C:31]([CH:28]1[CH2:30][CH2:29]1)=[O:32]. (2) Given the reactants [CH3:1][O:2][C:3]1[CH:8]=[CH:7][C:6]([NH:9][C:10]2[S:11][CH:12]=[C:13]([CH3:15])[N:14]=2)=[CH:5][C:4]=1[OH:16].C([O-])([O-])=O.[K+].[K+].Br[CH2:24][CH:25]=[C:26]([CH3:28])[CH3:27], predict the reaction product. The product is: [CH3:15][C:13]1[N:14]=[C:10]([NH:9][C:6]2[CH:7]=[CH:8][C:3]([O:2][CH3:1])=[C:4]([O:16][CH2:24][CH:25]=[C:26]([CH3:28])[CH3:27])[CH:5]=2)[S:11][CH:12]=1. (3) Given the reactants C(OC([N:8]([C:10]1([C@@H:13]2[CH2:17][CH2:16][NH:15][CH2:14]2)[CH2:12][CH2:11]1)[CH3:9])=O)(C)(C)C.C(N(CC)CC)C.F[C:26]1[C:35]([CH3:36])=[C:34]2[C:29]([C:30](=[O:44])[C:31]([C:41]([OH:43])=[O:42])=[CH:32][N:33]2[C@@H:37]2[CH2:39][C@@H:38]2[F:40])=[CH:28][CH:27]=1, predict the reaction product. The product is: [F:40][C@H:38]1[CH2:39][C@H:37]1[N:33]1[C:34]2[C:29](=[CH:28][CH:27]=[C:26]([N:15]3[CH2:16][CH2:17][C@@H:13]([C:10]4([NH:8][CH3:9])[CH2:11][CH2:12]4)[CH2:14]3)[C:35]=2[CH3:36])[C:30](=[O:44])[C:31]([C:41]([OH:43])=[O:42])=[CH:32]1. (4) Given the reactants [CH2:1]([N:8]1[CH2:12][C@H:11]2[C:13]3[CH:14]=[CH:15][C:16](Br)=[C:17]([Cl:21])[C:18]=3[CH2:19][O:20][C@@:10]2([CH3:23])[CH2:9]1)[C:2]1[CH:7]=[CH:6][CH:5]=[CH:4][CH:3]=1.[C:24](B1OC(C)(C)C(C)(C)O1)([CH3:26])=[CH2:25].C(=O)([O-])[O-].[K+].[K+].O1CCOCC1, predict the reaction product. The product is: [CH2:1]([N:8]1[CH2:12][C@H:11]2[C:13]3[CH:14]=[CH:15][C:16]([C:24]([CH3:26])=[CH2:25])=[C:17]([Cl:21])[C:18]=3[CH2:19][O:20][C@@:10]2([CH3:23])[CH2:9]1)[C:2]1[CH:7]=[CH:6][CH:5]=[CH:4][CH:3]=1. (5) Given the reactants N1CCCCC1.[CH3:7][O:8][C:9]1[CH:10]=[C:11]([CH:14]=[CH:15][C:16]=1[O:17][C:18]#[C:19][CH2:20][CH2:21][CH3:22])[CH:12]=O.C([CH2:26][C:27]([NH:29][C:30]1[CH:38]=[CH:37][CH:36]=[CH:35][C:31]=1[C:32]([OH:34])=[O:33])=[O:28])(O)=O.Cl, predict the reaction product. The product is: [CH3:7][O:8][C:9]1[CH:10]=[C:11](/[CH:12]=[CH:26]/[C:27]([NH:29][C:30]2[CH:38]=[CH:37][CH:36]=[CH:35][C:31]=2[C:32]([OH:34])=[O:33])=[O:28])[CH:14]=[CH:15][C:16]=1[O:17][CH2:18][CH2:19][CH2:20][C:21]#[CH:22].